This data is from Full USPTO retrosynthesis dataset with 1.9M reactions from patents (1976-2016). The task is: Predict the reactants needed to synthesize the given product. Given the product [Cl:3][C:4]1[CH:9]=[CH:8][CH:7]=[CH:6][C:5]=1[O:10][CH2:14][CH:13]=[CH2:12], predict the reactants needed to synthesize it. The reactants are: [H-].[Na+].[Cl:3][C:4]1[CH:9]=[CH:8][CH:7]=[CH:6][C:5]=1[OH:10].Br[CH2:12][CH:13]=[CH2:14].[Cl-].[NH4+].